Predict which catalyst facilitates the given reaction. From a dataset of Catalyst prediction with 721,799 reactions and 888 catalyst types from USPTO. (1) Reactant: [ClH:1].[OH:2][C@:3]12[CH2:27][C@@H:26]([OH:28])[CH2:25][CH2:24][C@:23]1([CH3:29])[C@@H:22]1[C@H:6]([C@H:7]3[C@:19]([CH3:30])([CH2:20][CH2:21]1)[C@@H:10]([C@H:11]([CH3:18])[CH2:12][CH2:13][CH2:14][CH:15]([CH3:17])[CH3:16])[CH2:9][CH2:8]3)[CH2:5][C@H:4]2[NH:31][CH2:32][CH2:33][C:34]1[N:35]=[CH:36][NH:37][CH:38]=1. Product: [ClH:1].[OH:2][C@:3]12[CH2:27][C@@H:26]([OH:28])[CH2:25][CH2:24][C@:23]1([CH3:29])[C@@H:22]1[C@H:6]([C@H:7]3[C@:19]([CH3:30])([CH2:20][CH2:21]1)[C@@H:10]([C@H:11]([CH3:18])[CH2:12][CH2:13][CH2:14][CH:15]([CH3:17])[CH3:16])[CH2:9][CH2:8]3)[CH2:5][C@H:4]2[NH:31][CH2:32][CH2:33][C:34]1[N:35]=[CH:36][NH:37][CH:38]=1. The catalyst class is: 8. (2) Reactant: [Cl:1][C:2]1[CH:11]=[C:10]([I:12])[CH:9]=[C:8]2[C:3]=1[C:4](=O)[NH:5][CH:6]=[N:7]2.CCN(C(C)C)C(C)C.O=P(Cl)(Cl)[Cl:25]. Product: [Cl:25][C:4]1[C:3]2[C:8](=[CH:9][C:10]([I:12])=[CH:11][C:2]=2[Cl:1])[N:7]=[CH:6][N:5]=1. The catalyst class is: 11. (3) Reactant: N1C=CC=C(CO)C=1.[CH3:9][C:10]([CH3:23])([CH2:14][O:15][Si:16]([CH3:22])([CH3:21])[C:17]([CH3:20])([CH3:19])[CH3:18])[C:11]([OH:13])=[O:12].[CH:33]1([N:32]=C=[N:32][CH:33]2[CH2:38][CH2:37][CH2:36][CH2:35][CH2:34]2)[CH2:38][CH2:37][CH2:36][CH2:35][CH2:34]1. Product: [CH3:9][C:10]([CH3:23])([CH2:14][O:15][Si:16]([CH3:22])([CH3:21])[C:17]([CH3:18])([CH3:20])[CH3:19])[C:11]([O:13][CH2:34][C:33]1[CH:38]=[CH:37][CH:36]=[CH:35][N:32]=1)=[O:12]. The catalyst class is: 4. (4) Reactant: [NH2:1][C:2]1[C:3]2[N:4]([C:8]([C@H:20]3[CH2:25][CH2:24][C@H:23]([CH2:26][NH2:27])[CH2:22][CH2:21]3)=[N:9][C:10]=2[C:11]2[NH:12][C:13]3[C:18]([CH:19]=2)=[CH:17][CH:16]=[CH:15][CH:14]=3)[CH:5]=[CH:6][N:7]=1.CCN=C=NC[CH2:34][CH2:35]N(C)C.Cl.C(N(CC)C(C)C)(C)C.CN(C=[O:53])C. Product: [NH2:1][C:2]1[C:3]2[N:4]([C:8]([C@H:20]3[CH2:21][CH2:22][C@H:23]([CH2:26][NH:27][C:34](=[O:53])[CH3:35])[CH2:24][CH2:25]3)=[N:9][C:10]=2[C:11]2[NH:12][C:13]3[C:18]([CH:19]=2)=[CH:17][CH:16]=[CH:15][CH:14]=3)[CH:5]=[CH:6][N:7]=1. The catalyst class is: 585. (5) Reactant: [Cl:1][C:2]1[CH:7]=[CH:6][N:5]=[C:4]([C@@H:8]([NH:12][S@@](C(C)(C)C)=O)[CH2:9][CH:10]=[CH2:11])[CH:3]=1.Cl. Product: [Cl:1][C:2]1[CH:7]=[CH:6][N:5]=[C:4]([C@@H:8]([NH2:12])[CH2:9][CH:10]=[CH2:11])[CH:3]=1. The catalyst class is: 5. (6) Reactant: [C:1]([O:5][C:6](=[O:14])[NH:7][N:8]1[CH:12]=[C:11]([Br:13])[N:10]=[CH:9]1)([CH3:4])([CH3:3])[CH3:2].[H-].[Na+].I[CH2:18][CH3:19]. Product: [C:1]([O:5][C:6](=[O:14])[N:7]([N:8]1[CH:12]=[C:11]([Br:13])[N:10]=[CH:9]1)[CH2:18][CH3:19])([CH3:4])([CH3:2])[CH3:3]. The catalyst class is: 9. (7) Reactant: [CH3:1][Mg]Br.[F:4][C:5]1[C:10]([F:11])=[CH:9][CH:8]=[CH:7][C:6]=1[C@H:12]1[CH2:18][N:17]2[C:19]([CH2:22][CH:23]=[O:24])=[CH:20][N:21]=[C:16]2[C@H:15]([NH:25][C:26](=[O:32])[O:27][C:28]([CH3:31])([CH3:30])[CH3:29])[CH2:14][CH2:13]1. Product: [F:4][C:5]1[C:10]([F:11])=[CH:9][CH:8]=[CH:7][C:6]=1[C@H:12]1[CH2:18][N:17]2[C:19]([CH2:22][CH:23]([OH:24])[CH3:1])=[CH:20][N:21]=[C:16]2[C@H:15]([NH:25][C:26](=[O:32])[O:27][C:28]([CH3:29])([CH3:31])[CH3:30])[CH2:14][CH2:13]1. The catalyst class is: 7.